Task: Predict the reactants needed to synthesize the given product.. Dataset: Full USPTO retrosynthesis dataset with 1.9M reactions from patents (1976-2016) (1) Given the product [CH3:28][N:29]([CH2:30][C:31]1[CH:32]=[C:33]([C:2]2[CH:11]=[C:10]3[C:5]([C:6](=[O:27])[N:7]([CH2:20][C:21]([NH:23][CH:24]([CH3:26])[CH3:25])=[O:22])[C:8]([C:12]4[CH:17]=[CH:16][CH:15]=[C:14]([O:18][CH3:19])[CH:13]=4)=[N:9]3)=[CH:4][CH:3]=2)[CH:34]=[CH:35][CH:36]=1)[CH3:46], predict the reactants needed to synthesize it. The reactants are: Cl[C:2]1[CH:11]=[C:10]2[C:5]([C:6](=[O:27])[N:7]([CH2:20][C:21]([NH:23][CH:24]([CH3:26])[CH3:25])=[O:22])[C:8]([C:12]3[CH:17]=[CH:16][CH:15]=[C:14]([O:18][CH3:19])[CH:13]=3)=[N:9]2)=[CH:4][CH:3]=1.[CH3:28][N:29]([CH3:46])[CH2:30][C:31]1[CH:36]=[CH:35][CH:34]=[C:33](B2OC(C)(C)C(C)(C)O2)[CH:32]=1.[O-]P([O-])([O-])=O.[K+].[K+].[K+]. (2) Given the product [CH3:25][N:26]1[C:16]([CH3:18])=[CH:17][C:6]([C:7]([F:8])([F:9])[F:10])=[N:27]1, predict the reactants needed to synthesize it. The reactants are: [F:8][C:7]([F:10])([F:9])[C:6](O[C:6](=O)[C:7]([F:10])([F:9])[F:8])=O.CO[C:16]([CH3:18])=[CH2:17].N1C=CC=CC=1.[CH3:25][NH:26][NH2:27]. (3) Given the product [NH2:1][C@H:2]1[CH2:7][CH2:6][CH2:5][CH2:4][C@H:3]1[C:8]([O:10][CH3:11])=[O:9], predict the reactants needed to synthesize it. The reactants are: [NH2:1][C@H:2]1[CH2:7][CH2:6][CH2:5][CH2:4][C@H:3]1[C:8]([OH:10])=[O:9].[CH3:11]O.